The task is: Predict the reactants needed to synthesize the given product.. This data is from Full USPTO retrosynthesis dataset with 1.9M reactions from patents (1976-2016). (1) Given the product [NH2:11][CH2:10][C:9](=[O:13])[CH2:8][C:6]1[CH:7]=[C:2]([Br:1])[CH:3]=[CH:4][C:5]=1[Cl:18].[ClH:18], predict the reactants needed to synthesize it. The reactants are: [Br:1][C:2]1[CH:3]=[CH:4][C:5]([Cl:18])=[C:6]([CH2:8][C:9]2[O:13]C=[N:11][C:10]=2C(OC)=O)[CH:7]=1. (2) Given the product [Br:1][C:2]1[CH:7]=[CH:6][C:5]([NH:8][C:9]2[N:10]([CH3:25])[C:11]3[C:12](=[O:23])[CH2:13][CH2:14][CH2:15][C:16]=3[C:17]=2[C:18]([O:20][CH2:21][CH3:22])=[O:19])=[C:4]([F:24])[CH:3]=1, predict the reactants needed to synthesize it. The reactants are: [Br:1][C:2]1[CH:7]=[CH:6][C:5]([NH:8][C:9]2[NH:10][C:11]3[C:12](=[O:23])[CH2:13][CH2:14][CH2:15][C:16]=3[C:17]=2[C:18]([O:20][CH2:21][CH3:22])=[O:19])=[C:4]([F:24])[CH:3]=1.[C:25](=O)([O-])[O-].[Cs+].[Cs+].COS(OC)(=O)=O. (3) Given the product [CH3:25][S:26]([O:14][CH2:13][CH:12]1[C:11]2=[C:10]3[C:5](=[CH:4][CH:3]=[C:2]2[F:1])[CH:6]=[CH:7][C:8](=[O:17])[N:9]3[CH2:16]1)(=[O:28])=[O:27], predict the reactants needed to synthesize it. The reactants are: [F:1][C:2]1[C:11]([CH:12]([CH3:16])[CH:13](O)[OH:14])=[C:10]2[C:5]([CH:6]=[CH:7][C:8]([O:17]C)=[N:9]2)=[CH:4][CH:3]=1.N1C=CC=CC=1.[CH3:25][S:26](O[S:26]([CH3:25])(=[O:28])=[O:27])(=[O:28])=[O:27]. (4) Given the product [Cl:25][C:20]1[CH:19]=[C:18]([C:13]2[C:12]([C:9]3[CH:10]=[C:11]4[C:6](=[CH:7][CH:8]=3)[N:5]=[CH:4][N:3]=[C:2]4[NH:27][CH3:26])=[CH:17][CH:16]=[CH:15][N:14]=2)[CH:23]=[CH:22][C:21]=1[F:24], predict the reactants needed to synthesize it. The reactants are: Cl[C:2]1[C:11]2[C:6](=[CH:7][CH:8]=[C:9]([C:12]3[C:13]([C:18]4[CH:23]=[CH:22][C:21]([F:24])=[C:20]([Cl:25])[CH:19]=4)=[N:14][CH:15]=[CH:16][CH:17]=3)[CH:10]=2)[N:5]=[CH:4][N:3]=1.[CH3:26][NH2:27]. (5) Given the product [CH2:34]([NH:41][C:2]1[CH:3]=[C:4]([CH:25]=[CH:26][N:27]=1)[C:5]([NH:7][C:8]1[S:9][C:10]2[C:16]([N:17]3[CH2:18][CH2:19][O:20][CH2:21][CH2:22]3)=[CH:15][CH:14]=[C:13]([O:23][CH3:24])[C:11]=2[N:12]=1)=[O:6])[C:35]1[CH:40]=[CH:39][CH:38]=[CH:37][CH:36]=1, predict the reactants needed to synthesize it. The reactants are: Br[C:2]1[CH:3]=[C:4]([CH:25]=[CH:26][N:27]=1)[C:5]([NH:7][C:8]1[S:9][C:10]2[C:16]([N:17]3[CH2:22][CH2:21][O:20][CH2:19][CH2:18]3)=[CH:15][CH:14]=[C:13]([O:23][CH3:24])[C:11]=2[N:12]=1)=[O:6].C(=O)([O-])[O-].[Cs+].[Cs+].[CH2:34]([NH2:41])[C:35]1[CH:40]=[CH:39][CH:38]=[CH:37][CH:36]=1. (6) Given the product [CH2:1]([O:3][CH:4]([CH2:9][C:10]1[CH:11]=[CH:12][C:13]([CH2:16][NH:17][CH2:18][CH2:19][CH2:20][CH2:21][CH2:22][CH2:23][CH3:24])=[CH:14][CH:15]=1)[C:5]([O:7][CH3:8])=[O:6])[CH3:2], predict the reactants needed to synthesize it. The reactants are: [CH2:1]([O:3][CH:4]([CH2:9][C:10]1[CH:15]=[CH:14][C:13]([CH:16]=[N:17][CH2:18][CH2:19][CH2:20][CH2:21][CH2:22][CH2:23][CH3:24])=[CH:12][CH:11]=1)[C:5]([O:7][CH3:8])=[O:6])[CH3:2].Cl.C([BH3-])#N.[Na+]. (7) Given the product [NH2:14][C:12]1[CH:11]=[CH:10][C:9]([S:21]([NH:25][C:26]2[CH:27]=[CH:28][C:29]3[CH2:33][O:32][B:31]([OH:34])[C:30]=3[CH:35]=2)(=[O:22])=[O:23])=[C:8]([CH2:7][S:4]([CH2:1][CH2:2][CH3:3])(=[O:5])=[O:6])[CH:13]=1, predict the reactants needed to synthesize it. The reactants are: [CH2:1]([S:4]([CH2:7][C:8]1[CH:13]=[C:12]([NH:14]C(=O)C(F)(F)F)[CH:11]=[CH:10][C:9]=1[S:21](Cl)(=[O:23])=[O:22])(=[O:6])=[O:5])[CH2:2][CH3:3].[NH2:25][C:26]1[CH:27]=[CH:28][C:29]2[CH2:33][O:32][B:31]([OH:34])[C:30]=2[CH:35]=1.N1C=CC=CC=1.